Dataset: Forward reaction prediction with 1.9M reactions from USPTO patents (1976-2016). Task: Predict the product of the given reaction. (1) Given the reactants [N:1]1([CH2:6][CH2:7][N:8]2[CH:12]=[C:11]([NH:13][C:14]3[N:19]=[C:18]([NH:20][C:21]4[CH:26]=[CH:25][C:24]([O:27][CH2:28][CH3:29])=[CH:23][CH:22]=4)[C:17]([NH2:30])=[CH:16][N:15]=3)[CH:10]=[N:9]2)[CH:5]=[CH:4][CH:3]=[N:2]1.[CH:31](OC)(OC)OC, predict the reaction product. The product is: [N:1]1([CH2:6][CH2:7][N:8]2[CH:12]=[C:11]([NH:13][C:14]3[N:19]=[C:18]4[C:17]([N:30]=[CH:31][N:20]4[C:21]4[CH:26]=[CH:25][C:24]([O:27][CH2:28][CH3:29])=[CH:23][CH:22]=4)=[CH:16][N:15]=3)[CH:10]=[N:9]2)[CH:5]=[CH:4][CH:3]=[N:2]1. (2) Given the reactants O[CH2:2][C@@H:3](N)[CH2:4][CH:5]([CH3:7])[CH3:6].COC(=O)[C@H](CC(C)C)N.OCCN.CC(C)C[C@H](NCC(C)C)CO.[Cl-].[CH2:36]([NH3+:40])[CH:37]([CH3:39])[CH3:38].[N+:41]([C:44]1[CH:49]=[CH:48][C:47]([N:50]=[C:51]=[S:52])=[CH:46][CH:45]=1)([O-:43])=[O:42], predict the reaction product. The product is: [N+:41]([C:44]1[CH:45]=[CH:46][C:47]([N:50]=[C:51]2[N:40]([CH2:36][CH:37]([CH3:39])[CH3:38])[CH2:2][CH:3]([CH2:4][CH:5]([CH3:7])[CH3:6])[S:52]2)=[CH:48][CH:49]=1)([O-:43])=[O:42]. (3) Given the reactants C([NH:5][S:6]([C:9]1[S:10][C:11]([C:14]2[CH:19]=[CH:18][CH:17]=[C:16]([C:20]3[N:25]=[C:24]([CH3:26])[CH:23]=[C:22]([C:27]4[CH:32]=[CH:31][C:30]([C:33]([F:36])([F:35])[F:34])=[CH:29][CH:28]=4)[N:21]=3)[CH:15]=2)=[CH:12][CH:13]=1)(=[O:8])=[O:7])(C)(C)C.C(O)(C(F)(F)F)=O, predict the reaction product. The product is: [CH3:26][C:24]1[CH:23]=[C:22]([C:27]2[CH:32]=[CH:31][C:30]([C:33]([F:36])([F:34])[F:35])=[CH:29][CH:28]=2)[N:21]=[C:20]([C:16]2[CH:15]=[C:14]([C:11]3[S:10][C:9]([S:6]([NH2:5])(=[O:8])=[O:7])=[CH:13][CH:12]=3)[CH:19]=[CH:18][CH:17]=2)[N:25]=1. (4) Given the reactants [C:1]([OH:24])(=[O:23])[CH2:2][CH2:3][CH2:4][CH2:5][CH2:6][CH2:7][CH2:8][CH2:9][CH2:10][CH2:11][CH2:12][CH2:13][CH2:14][CH2:15][CH2:16][CH2:17][CH2:18][CH2:19][CH2:20][CH2:21][CH3:22].C(O)(=O)CCCCCCCCCCCCCCCCCCC.C(O)(=O)CCCCCCCCCCCCCCCCC.[OH-].[Na+:68].[N+]([O-])(O)=O, predict the reaction product. The product is: [C:1]([O-:24])(=[O:23])[CH2:2][CH2:3][CH2:4][CH2:5][CH2:6][CH2:7][CH2:8][CH2:9][CH2:10][CH2:11][CH2:12][CH2:13][CH2:14][CH2:15][CH2:16][CH2:17][CH2:18][CH2:19][CH2:20][CH2:21][CH3:22].[Na+:68]. (5) Given the reactants [O:1]=[C:2]1[NH:7][C:6]2[CH:8]=[C:9]([C:11]3[CH:16]=[CH:15][CH:14]=[CH:13][CH:12]=3)[S:10][C:5]=2[C:4](=[O:17])[N:3]1[CH:18]1[CH2:23][CH2:22][N:21]([C:24]([O:26][C:27]([CH3:30])([CH3:29])[CH3:28])=[O:25])[CH2:20][CH2:19]1.Cl[CH2:32][C:33]1[O:34][CH:35]=[C:36]([CH2:38][CH3:39])[N:37]=1.C(=O)([O-])[O-].[K+].[K+], predict the reaction product. The product is: [CH2:38]([C:36]1[N:37]=[C:33]([CH2:32][N:7]2[C:6]3[CH:8]=[C:9]([C:11]4[CH:16]=[CH:15][CH:14]=[CH:13][CH:12]=4)[S:10][C:5]=3[C:4](=[O:17])[N:3]([CH:18]3[CH2:23][CH2:22][N:21]([C:24]([O:26][C:27]([CH3:30])([CH3:29])[CH3:28])=[O:25])[CH2:20][CH2:19]3)[C:2]2=[O:1])[O:34][CH:35]=1)[CH3:39]. (6) Given the reactants [C-:1]#[N:2].[Na+].Br[CH2:5][C:6]1[C:11]([N+:12]([O-:14])=[O:13])=[CH:10][CH:9]=[CH:8][C:7]=1[O:15][CH3:16], predict the reaction product. The product is: [CH3:16][O:15][C:7]1[CH:8]=[CH:9][CH:10]=[C:11]([N+:12]([O-:14])=[O:13])[C:6]=1[CH2:5][C:1]#[N:2]. (7) Given the reactants [OH:1][C:2]1[CH:9]=[CH:8][C:7]([O:10][CH3:11])=[CH:6][C:3]=1[CH:4]=[O:5].C(=O)([O-])[O-].[Cs+].[Cs+].Br[CH2:19][CH2:20][O:21][CH2:22][C:23]1[CH:28]=[CH:27][CH:26]=[CH:25][CH:24]=1, predict the reaction product. The product is: [CH2:22]([O:21][CH2:20][CH2:19][O:1][C:2]1[CH:9]=[CH:8][C:7]([O:10][CH3:11])=[CH:6][C:3]=1[CH:4]=[O:5])[C:23]1[CH:28]=[CH:27][CH:26]=[CH:25][CH:24]=1. (8) Given the reactants [C:1]([NH:4][C:5]1[C:14]([Br:15])=[CH:13][C:8]([C:9](OC)=[O:10])=[C:7]([O:16][CH3:17])[CH:6]=1)(=[O:3])[CH3:2].CC(C[AlH]CC(C)C)C.C1(C)C=CC=CC=1, predict the reaction product. The product is: [Br:15][C:14]1[CH:13]=[C:8]([CH2:9][OH:10])[C:7]([O:16][CH3:17])=[CH:6][C:5]=1[NH:4][C:1](=[O:3])[CH3:2]. (9) Given the reactants [F:1][C:2]1[CH:7]=[C:6]([I:8])[CH:5]=[CH:4][C:3]=1[NH:9][C:10]1[N:11]([CH3:22])[C:12](=[O:21])[C:13]([CH3:20])=[CH:14][C:15]=1[C:16]([O:18]C)=[O:17].C1COCC1.[Li+].[OH-], predict the reaction product. The product is: [F:1][C:2]1[CH:7]=[C:6]([I:8])[CH:5]=[CH:4][C:3]=1[NH:9][C:10]1[N:11]([CH3:22])[C:12](=[O:21])[C:13]([CH3:20])=[CH:14][C:15]=1[C:16]([OH:18])=[O:17].